This data is from Full USPTO retrosynthesis dataset with 1.9M reactions from patents (1976-2016). The task is: Predict the reactants needed to synthesize the given product. (1) Given the product [CH3:30][C:31]1[C:36]([CH:3]2[C:4](=[O:9])[CH:5]3[CH2:8][CH:1]([CH2:7][CH2:6]3)[C:2]2=[O:10])=[C:35]([CH3:38])[CH:34]=[C:33]([C:39]2[CH:44]=[CH:43][CH:42]=[CH:41][CH:40]=2)[CH:32]=1, predict the reactants needed to synthesize it. The reactants are: [CH:1]12[CH2:8][CH:5]([CH2:6][CH2:7]1)[C:4](=[O:9])[CH2:3][C:2]2=[O:10].C1(C)C=CC=CC=1.C([O-])(=O)C.C([O-])(=O)C.C([O-])(=O)C.[CH3:30][C:31]1[C:36]([Pb+3])=[C:35]([CH3:38])[CH:34]=[C:33]([C:39]2[CH:44]=[CH:43][CH:42]=[CH:41][CH:40]=2)[CH:32]=1.Cl. (2) Given the product [Br:1][C:2]1[CH:3]=[C:4]([CH:5]([C:7]2[CH:12]=[CH:11][CH:10]=[CH:9][CH:8]=2)[OH:6])[CH:13]=[CH:14][CH:15]=1, predict the reactants needed to synthesize it. The reactants are: [Br:1][C:2]1[CH:3]=[C:4]([CH:13]=[CH:14][CH:15]=1)[C:5]([C:7]1[CH:12]=[CH:11][CH:10]=[CH:9][CH:8]=1)=[O:6].[BH4-].[Na+]. (3) The reactants are: [C:1]([C:5]1[CH:10]=[CH:9][C:8]([C:11]([C:13]2[NH:17][CH:16]=[N:15][CH:14]=2)=[O:12])=[CH:7][CH:6]=1)([CH3:4])([CH3:3])[CH3:2].[H-].[Na+].Br[CH2:21][CH2:22][CH2:23][NH:24][C:25](=[O:31])[O:26][C:27]([CH3:30])([CH3:29])[CH3:28].O. Given the product [C:1]([C:5]1[CH:6]=[CH:7][C:8]([C:11]([C:13]2[N:17]([CH2:21][CH2:22][CH2:23][NH:24][C:25](=[O:31])[O:26][C:27]([CH3:30])([CH3:29])[CH3:28])[CH:16]=[N:15][CH:14]=2)=[O:12])=[CH:9][CH:10]=1)([CH3:4])([CH3:2])[CH3:3], predict the reactants needed to synthesize it. (4) The reactants are: Cl[CH2:2][CH2:3][CH2:4][CH2:5][CH:6]1[CH2:10][CH2:9][CH:8]([C:11]2[CH:16]=[CH:15][C:14]([F:17])=[CH:13][CH:12]=2)[N:7]1[S:18]([C:21]1[CH:26]=[CH:25][C:24]([CH3:27])=[CH:23][CH:22]=1)(=[O:20])=[O:19].[NH:28]1[CH:32]=[N:31][N:30]=[N:29]1. Given the product [F:17][C:14]1[CH:15]=[CH:16][C:11]([CH:8]2[N:7]([S:18]([C:21]3[CH:22]=[CH:23][C:24]([CH3:27])=[CH:25][CH:26]=3)(=[O:20])=[O:19])[CH:6]([CH2:5][CH2:4][CH2:3][CH2:2][N:29]3[N:30]=[N:31][CH:32]=[N:28]3)[CH2:10][CH2:9]2)=[CH:12][CH:13]=1, predict the reactants needed to synthesize it. (5) Given the product [CH3:15][CH:14]([O:13][CH:12]([CH2:10][O:9][C:1]([C:2]1[CH:3]=[CH:4][CH:5]=[CH:6][CH:7]=1)=[O:8])[CH3:26])[CH2:16][O:17][C:18]([C:19]1[CH:20]=[CH:21][CH:22]=[CH:23][CH:24]=1)=[O:25], predict the reactants needed to synthesize it. The reactants are: [C:1]([O:9][CH:10]([CH2:12][O:13][CH:14]([CH2:16][O:17][C:18](=[O:25])[C:19]1[CH:24]=[CH:23][CH:22]=[CH:21][CH:20]=1)[CH3:15])C)(=[O:8])[C:2]1[CH:7]=[CH:6][CH:5]=[CH:4][CH:3]=1.[CH3:26]CCCCCCC/C=C\CCCCCCCC(OCC(O)[C@H]1OC[C@H](O)[C@H]1O)=O. (6) Given the product [C:31]([C:29]1[O:28][N:27]=[C:26]([NH:25][C:23](=[O:24])[NH:22][C:19]2[CH:18]=[CH:17][C:16]([NH:15][C:13](=[O:14])[C:10]3[CH:9]=[CH:8][C:7]([O:6][CH:4]4[CH2:5][N:2]([CH:38]([CH3:39])[CH3:37])[CH2:3]4)=[CH:12][N:11]=3)=[CH:21][CH:20]=2)[CH:30]=1)([CH3:34])([CH3:33])[CH3:32], predict the reactants needed to synthesize it. The reactants are: Cl.[NH:2]1[CH2:5][CH:4]([O:6][C:7]2[CH:8]=[CH:9][C:10]([C:13]([NH:15][C:16]3[CH:21]=[CH:20][C:19]([NH:22][C:23]([NH:25][C:26]4[CH:30]=[C:29]([C:31]([CH3:34])([CH3:33])[CH3:32])[O:28][N:27]=4)=[O:24])=[CH:18][CH:17]=3)=[O:14])=[N:11][CH:12]=2)[CH2:3]1.Cl.F[CH2:37][C:38](C1ON=C(NC(=O)NC2C=CC(NC(=O)C3C=CC(OC4CCNCC4)=CN=3)=CC=2)C=1)(C)[CH2:39]F. (7) Given the product [CH2:11]([O:13][C:14](=[O:27])[C:15]([CH:16]=[O:17])([CH3:26])[CH2:21][CH2:22][CH:23]([CH3:24])[CH3:25])[CH3:12], predict the reactants needed to synthesize it. The reactants are: [H-].C([Al+]CC(C)C)C(C)C.[CH2:11]([O:13][C:14](=[O:27])[C:15]([CH3:26])([CH2:21][CH2:22][CH:23]([CH3:25])[CH3:24])[C:16](OCC)=[O:17])[CH3:12]. (8) Given the product [C:6]([C:8]1[CH:9]=[C:10]([C:26]([NH:28][CH2:29][C:30]2[CH:35]=[CH:34][C:33]([S:36]([CH3:39])(=[O:38])=[O:37])=[CH:32][CH:31]=2)=[O:27])[C:11](=[O:25])[N:12]([C:15]2[CH:20]=[CH:19][CH:18]=[C:17]([C:21]([F:24])([F:23])[F:22])[CH:16]=2)[C:13]=1[CH3:14])(=[O:5])[CH3:7], predict the reactants needed to synthesize it. The reactants are: C([O:5][C:6]([C:8]1[CH:9]=[C:10]([C:26]([NH:28][CH2:29][C:30]2[CH:35]=[CH:34][C:33]([S:36]([CH3:39])(=[O:38])=[O:37])=[CH:32][CH:31]=2)=[O:27])[C:11](=[O:25])[N:12]([C:15]2[CH:20]=[CH:19][CH:18]=[C:17]([C:21]([F:24])([F:23])[F:22])[CH:16]=2)[C:13]=1[CH3:14])=[CH2:7])CCC.C(=O)([O-])O.[Na+]. (9) Given the product [CH2:23]([N:30]([CH3:31])[C:9](=[O:11])[C:8]#[C:7][C:1]1[CH:2]=[CH:3][CH:4]=[CH:5][CH:6]=1)[C:24]1[CH:29]=[CH:28][CH:27]=[CH:26][CH:25]=1, predict the reactants needed to synthesize it. The reactants are: [C:1]1([C:7]#[C:8][C:9]([OH:11])=O)[CH:6]=[CH:5][CH:4]=[CH:3][CH:2]=1.O.ON1C2C=CC=CC=2N=N1.[CH2:23]([NH:30][CH3:31])[C:24]1[CH:29]=[CH:28][CH:27]=[CH:26][CH:25]=1.C(N(CC)CC)C.Cl.C(N=C=NCCCN(C)C)C. (10) Given the product [O:9]1[CH2:13][CH2:12][CH2:11][CH:10]1[CH2:5][C:4]([O:3][CH2:2][CH3:1])=[O:8], predict the reactants needed to synthesize it. The reactants are: [CH3:1][CH2:2][O:3]/[C:4](/[O-:8])=[CH:5]/[N+]#N.[O:9]1[CH2:13][CH2:12][CH2:11][CH2:10]1.